Dataset: Full USPTO retrosynthesis dataset with 1.9M reactions from patents (1976-2016). Task: Predict the reactants needed to synthesize the given product. Given the product [CH3:3][C:2]([C:6]1[CH:10]=[C:9]([NH:11][C:44]([NH:43][C:36]2[C:37]3[C:42](=[CH:41][CH:40]=[CH:39][CH:38]=3)[C:33]([O:32][C:30]3[CH:29]=[CH:28][N:27]=[C:26]([NH:25][C:19]4[CH:24]=[CH:23][CH:22]=[CH:21][CH:20]=4)[CH:31]=3)=[CH:34][CH:35]=2)=[O:45])[N:8]([C:12]2[CH:13]=[CH:14][C:15]([CH3:18])=[CH:16][CH:17]=2)[N:7]=1)([C:4]#[CH:5])[CH3:1], predict the reactants needed to synthesize it. The reactants are: [CH3:1][C:2]([C:6]1[CH:10]=[C:9]([NH2:11])[N:8]([C:12]2[CH:17]=[CH:16][C:15]([CH3:18])=[CH:14][CH:13]=2)[N:7]=1)([C:4]#[CH:5])[CH3:3].[C:19]1([NH:25][C:26]2[CH:31]=[C:30]([O:32][C:33]3[C:42]4[C:37](=[CH:38][CH:39]=[CH:40][CH:41]=4)[C:36]([NH:43][C:44](=O)[O:45]C4C=CC=CC=4)=[CH:35][CH:34]=3)[CH:29]=[CH:28][N:27]=2)[CH:24]=[CH:23][CH:22]=[CH:21][CH:20]=1.